This data is from Forward reaction prediction with 1.9M reactions from USPTO patents (1976-2016). The task is: Predict the product of the given reaction. (1) Given the reactants [Cl:1][C:2]1[CH:3]=[CH:4][C:5]2[N:6]([N:12]=[C:13]([N:27]3[CH2:32][CH2:31][CH2:30][CH2:29][CH2:28]3)[C:14]=2[CH:15](O)[C:16]2[N:21]=[C:20]([C:22]([O:24][CH3:25])=[O:23])[CH:19]=[CH:18][CH:17]=2)[C:7]=1[Si:8]([CH3:11])([CH3:10])[CH3:9].C([SiH](CC)CC)C.FC(F)(F)C(O)=O.C(=O)(O)[O-].[Na+], predict the reaction product. The product is: [Cl:1][C:2]1[CH:3]=[CH:4][C:5]2[N:6]([N:12]=[C:13]([N:27]3[CH2:28][CH2:29][CH2:30][CH2:31][CH2:32]3)[C:14]=2[CH2:15][C:16]2[N:21]=[C:20]([C:22]([O:24][CH3:25])=[O:23])[CH:19]=[CH:18][CH:17]=2)[C:7]=1[Si:8]([CH3:11])([CH3:10])[CH3:9]. (2) Given the reactants F[C:2]1[C:6]([S:7](=[O:16])(=[O:15])[NH:8][C@H:9]([CH3:14])[C:10]([F:13])([F:12])[F:11])=[C:5]([CH3:17])[N:4]([CH3:18])[C:3]=1[C:19]([O:21][CH2:22][CH3:23])=[O:20].[C-]#N.[K+].C[C:28]([N:30](C)C)=O.C1OCCOCCOCCOCCOCCOC1, predict the reaction product. The product is: [C:28]([C:2]1[C:6]([S:7](=[O:16])(=[O:15])[NH:8][C@H:9]([CH3:14])[C:10]([F:13])([F:12])[F:11])=[C:5]([CH3:17])[N:4]([CH3:18])[C:3]=1[C:19]([O:21][CH2:22][CH3:23])=[O:20])#[N:30]. (3) Given the reactants [CH3:1][S:2]([CH2:5][C:6]([OH:8])=O)(=[O:4])=[O:3].O=C1N(P(Cl)(N2CCOC2=O)=O)CCO1.C(N(CC)CC)C.[Br:31][C:32]1[C:33]([F:42])=[C:34]2[C:40]([NH2:41])=[CH:39][NH:38][C:35]2=[N:36][CH:37]=1.C([O-])([O-])=O.[Na+].[Na+], predict the reaction product. The product is: [Br:31][C:32]1[C:33]([F:42])=[C:34]2[C:40]([NH:41][C:6](=[O:8])[CH2:5][S:2]([CH3:1])(=[O:4])=[O:3])=[CH:39][NH:38][C:35]2=[N:36][CH:37]=1. (4) Given the reactants [F:1][C:2]([F:26])([F:25])[O:3][C:4]1[CH:9]=[CH:8][C:7]([N:10]2[CH:14]=[N:13][C:12]([C:15]3[CH:20]=[CH:19][C:18]([CH:21]4[CH2:23][CH:22]4[NH2:24])=[CH:17][CH:16]=3)=[N:11]2)=[CH:6][CH:5]=1.CCN(CC)CC.Cl[C:35]([O:37][C:38]1[C:43]([CH3:44])=[CH:42][C:41]([CH3:45])=[CH:40][C:39]=1[CH3:46])=[O:36], predict the reaction product. The product is: [F:26][C:2]([F:1])([F:25])[O:3][C:4]1[CH:5]=[CH:6][C:7]([N:10]2[CH:14]=[N:13][C:12]([C:15]3[CH:20]=[CH:19][C:18]([CH:21]4[CH2:23][CH:22]4[NH:24][C:35](=[O:36])[O:37][C:38]4[C:43]([CH3:44])=[CH:42][C:41]([CH3:45])=[CH:40][C:39]=4[CH3:46])=[CH:17][CH:16]=3)=[N:11]2)=[CH:8][CH:9]=1. (5) Given the reactants [Cl-].[OH:2][C:3]1[CH:11]=[C:10]2[C:6]([CH2:7][CH2:8][CH:9]2[CH2:12][C:13]2[N:14]=[CH:15][NH2+:16][CH:17]=2)=[CH:5][CH:4]=1.[C:18]([Cl:21])(=[O:20])[CH3:19], predict the reaction product. The product is: [Cl-:21].[C:18]([O:2][C:3]1[CH:11]=[C:10]2[C:6]([CH2:7][CH2:8][CH:9]2[CH2:12][C:13]2[N:14]=[CH:15][NH2+:16][CH:17]=2)=[CH:5][CH:4]=1)(=[O:20])[CH3:19]. (6) Given the reactants [F:1][C:2]1[CH:7]=[CH:6][CH:5]=[CH:4][C:3]=1[N:8]1[C:12]([CH2:13][O:14][CH3:15])=[C:11]([C:16]([OH:18])=O)[N:10]=[N:9]1.O[N:20]=[C:21]([C:23]1[CH:28]=[CH:27][CH:26]=[CH:25][CH:24]=1)[NH2:22], predict the reaction product. The product is: [F:1][C:2]1[CH:7]=[CH:6][CH:5]=[CH:4][C:3]=1[N:8]1[C:12]([CH2:13][O:14][CH3:15])=[C:11]([C:16]2[O:18][N:22]=[C:21]([C:23]3[CH:28]=[CH:27][CH:26]=[CH:25][CH:24]=3)[N:20]=2)[N:10]=[N:9]1.